From a dataset of Forward reaction prediction with 1.9M reactions from USPTO patents (1976-2016). Predict the product of the given reaction. (1) Given the reactants Br[C:2]1[CH:11]=[CH:10][C:9]2[N:8]=[CH:7][C:6]3=[N:12][N:13](C)[C:14]([C:15]4[CH:20]=[CH:19][C:18]([C:21]([CH3:25])([CH3:24])[C:22]#[N:23])=[CH:17][CH:16]=4)=[C:5]3[C:4]=2[CH:3]=1.CC1(C)C(C)(C)OB([C:35]2[CH:36]=[C:37]([NH:41][C:42](=[O:48])[O:43][C:44]([CH3:47])([CH3:46])[CH3:45])[CH:38]=[N:39][CH:40]=2)O1.[C:50]([O-])([O-])=O.[Na+].[Na+], predict the reaction product. The product is: [C:22]([C:21]([C:18]1[CH:17]=[CH:16][C:15]([C:14]2[C:5]3[C:4]4[CH:3]=[C:2]([C:35]5[CH:36]=[C:37]([NH:41][C:42](=[O:48])[O:43][C:44]([CH3:46])([CH3:45])[CH3:47])[CH:38]=[N:39][CH:40]=5)[CH:11]=[CH:10][C:9]=4[N:8]=[CH:7][C:6]=3[N:12]([CH3:50])[N:13]=2)=[CH:20][CH:19]=1)([CH3:25])[CH3:24])#[N:23]. (2) Given the reactants [F:1][C:2]([F:39])([F:38])[C:3]1[CH:4]=[C:5]([CH:31]=[C:32]([C:34]([F:37])([F:36])[F:35])[CH:33]=1)[CH2:6][N:7]([CH2:14][C:15]1[CH:16]=[C:17]([OH:30])[CH:18]=[N:19][C:20]=1[N:21]([CH2:24][CH:25]1[CH2:29][CH2:28][CH2:27][CH2:26]1)[CH2:22][CH3:23])[C:8]1[N:9]=[N:10][N:11]([CH3:13])[N:12]=1.O.[CH3:41][C:42](C)=O, predict the reaction product. The product is: [F:39][C:2]([F:38])([F:1])[C:3]1[CH:4]=[C:5]([CH:31]=[C:32]([C:34]([F:37])([F:36])[F:35])[CH:33]=1)[CH2:6][N:7]([CH2:14][C:15]1[C:20]([N:21]([CH2:24][CH:25]2[CH2:29][CH2:28][CH2:27][CH2:26]2)[CH2:22][CH3:23])=[N:19][CH:18]=[C:17]([O:30][CH2:41][CH3:42])[CH:16]=1)[C:8]1[N:9]=[N:10][N:11]([CH3:13])[N:12]=1.